This data is from Forward reaction prediction with 1.9M reactions from USPTO patents (1976-2016). The task is: Predict the product of the given reaction. (1) Given the reactants Cl.[NH2:2][CH2:3][CH2:4][N:5]([CH3:20])[C:6]1[N:11]=[C:10]([NH:12][C:13](=[O:19])[O:14][C:15]([CH3:18])([CH3:17])[CH3:16])[CH:9]=[CH:8][CH:7]=1.[C:21](O)(=[O:24])[CH:22]=[CH2:23].CN(C(ON1N=NC2C=CC=NC1=2)=[N+](C)C)C.F[P-](F)(F)(F)(F)F.CCN(C(C)C)C(C)C, predict the reaction product. The product is: [C:21]([NH:2][CH2:3][CH2:4][N:5]([CH3:20])[C:6]1[N:11]=[C:10]([NH:12][C:13](=[O:19])[O:14][C:15]([CH3:16])([CH3:17])[CH3:18])[CH:9]=[CH:8][CH:7]=1)(=[O:24])[CH:22]=[CH2:23]. (2) Given the reactants [Cl:1][C:2]1[CH:3]=[C:4]2[C:9](=[CH:10][C:11]=1[O:12][C:13]1[CH:18]=[CH:17][C:16]([C:19](=[O:34])[NH:20][C:21]3[CH:22]=[N:23][C:24]([C:27]4[CH:32]=[CH:31][CH:30]=[C:29]([Cl:33])[CH:28]=4)=[N:25][CH:26]=3)=[CH:15][CH:14]=1)[O:8][CH2:7][CH2:6][CH:5]2[C:35]([O:37]CC)=[O:36].[OH-].[Na+].C(O)C, predict the reaction product. The product is: [Cl:1][C:2]1[CH:3]=[C:4]2[C:9](=[CH:10][C:11]=1[O:12][C:13]1[CH:14]=[CH:15][C:16]([C:19](=[O:34])[NH:20][C:21]3[CH:26]=[N:25][C:24]([C:27]4[CH:32]=[CH:31][CH:30]=[C:29]([Cl:33])[CH:28]=4)=[N:23][CH:22]=3)=[CH:17][CH:18]=1)[O:8][CH2:7][CH2:6][CH:5]2[C:35]([OH:37])=[O:36]. (3) Given the reactants [Cl:1][C:2]1[CH:3]=[CH:4][C:5]([O:32][CH3:33])=[C:6]([NH:8][C:9](=[O:31])[CH2:10][N:11]2[C:19]3[CH2:18][CH2:17][N:16](C(OC(C)(C)C)=O)[CH2:15][C:14]=3[C:13]([C:27]([F:30])([F:29])[F:28])=[N:12]2)[CH:7]=1.FC(F)(F)C(O)=O, predict the reaction product. The product is: [Cl:1][C:2]1[CH:3]=[CH:4][C:5]([O:32][CH3:33])=[C:6]([NH:8][C:9](=[O:31])[CH2:10][N:11]2[C:19]3[CH2:18][CH2:17][NH:16][CH2:15][C:14]=3[C:13]([C:27]([F:30])([F:29])[F:28])=[N:12]2)[CH:7]=1. (4) The product is: [Cl:1][C:2]1[C:7]2[CH2:8][CH2:9][S:10](=[O:12])(=[O:11])[C:6]=2[C:5]([CH3:13])=[CH:4][C:3]=1[C:14]([CH:16]1[CH:21]([S:30][C:24]2[CH:29]=[CH:28][CH:27]=[CH:26][CH:25]=2)[CH2:20][CH2:19][CH2:18][C:17]1=[O:23])=[O:15]. Given the reactants [Cl:1][C:2]1[C:7]2[CH2:8][CH2:9][S:10](=[O:12])(=[O:11])[C:6]=2[C:5]([CH3:13])=[CH:4][C:3]=1[C:14]([CH:16]1[CH:21](Cl)[CH2:20][CH2:19][CH2:18][C:17]1=[O:23])=[O:15].[C:24]1([SH:30])[CH:29]=[CH:28][CH:27]=[CH:26][CH:25]=1.ClC1C2CCS(=O)(=O)C=2C=CC=1C(C1C(Cl)CCCC1=O)=O.C(S)C, predict the reaction product. (5) Given the reactants C([O:4][C:5]1[CH:10]=[CH:9][CH:8]=[C:7]([Cl:11])[C:6]=1[C:12]1[CH:17]=[CH:16][CH:15]=[CH:14][C:13]=1[Cl:18])C=C.[C:19]1(C)[CH:24]=C(C)C=C(C)[CH:20]=1, predict the reaction product. The product is: [CH2:24]([C:10]1[CH:9]=[CH:8][C:7]([Cl:11])=[C:6]([C:12]2[CH:17]=[CH:16][CH:15]=[CH:14][C:13]=2[Cl:18])[C:5]=1[OH:4])[CH:19]=[CH2:20].